This data is from Full USPTO retrosynthesis dataset with 1.9M reactions from patents (1976-2016). The task is: Predict the reactants needed to synthesize the given product. (1) Given the product [CH2:13]([O:19][C:20]1[CH:27]=[CH:26][C:23]([CH:24]=[C:2]2[CH2:3][C:4]3[C:9](=[CH:8][CH:7]=[CH:6][CH:5]=3)[C:1]2=[O:10])=[CH:22][CH:21]=1)[CH2:14][CH2:15][CH2:16][CH2:17][CH3:18], predict the reactants needed to synthesize it. The reactants are: [C:1]1(=[O:10])[C:9]2[C:4](=[CH:5][CH:6]=[CH:7][CH:8]=2)[CH2:3][CH2:2]1.[OH-].[Na+].[CH2:13]([O:19][C:20]1[CH:27]=[CH:26][C:23]([CH:24]=O)=[CH:22][CH:21]=1)[CH2:14][CH2:15][CH2:16][CH2:17][CH3:18]. (2) Given the product [CH3:39][O:38][C:35](=[O:37])[C:5]([C:6]1[S:10][C:9]2[CH:11]=[CH:12][C:13]([CH2:15][NH:16][C:17]([O:19][C:20]([CH3:21])([CH3:22])[CH3:23])=[O:18])=[CH:14][C:8]=2[CH:7]=1)=[CH2:4], predict the reactants needed to synthesize it. The reactants are: COC(=O)[CH:4]=[CH:5][C:6]1[S:10][C:9]2[CH:11]=[CH:12][C:13]([CH2:15][NH:16][C:17]([O:19][C:20]([CH3:23])([CH3:22])[CH3:21])=[O:18])=[CH:14][C:8]=2[CH:7]=1.C(Cl)(Cl)Cl.[H-].[Al+3].[Li+].[H-].[H-].[H-].[C:35]([O:38][CH2:39]C)(=[O:37])C. (3) The reactants are: [CH3:1][O:2][C:3]1[C:8](B(O)O)=[CH:7][CH:6]=[CH:5][N:4]=1.Br[C:13]1[CH:41]=[CH:40][C:16]([C:17]([N:19]2[CH2:39][CH2:38][C:22]3([N:27]([CH3:28])[CH2:26][CH2:25][N:24]4[C:29]([C:32](=[O:37])[C:33]([F:36])([F:35])[F:34])=[CH:30][CH:31]=[C:23]34)[CH2:21][CH2:20]2)=[O:18])=[CH:15][C:14]=1[CH3:42].C([O-])([O-])=O.[Na+].[Na+]. Given the product [F:36][C:33]([F:34])([F:35])[C:32]([C:29]1[N:24]2[CH2:25][CH2:26][N:27]([CH3:28])[C:22]3([CH2:38][CH2:39][N:19]([C:17](=[O:18])[C:16]4[CH:40]=[CH:41][C:13]([C:8]5[C:3]([O:2][CH3:1])=[N:4][CH:5]=[CH:6][CH:7]=5)=[C:14]([CH3:42])[CH:15]=4)[CH2:20][CH2:21]3)[C:23]2=[CH:31][CH:30]=1)=[O:37], predict the reactants needed to synthesize it. (4) Given the product [Cl:1][C:2]1[CH:3]=[CH:4][C:5]([O:12][CH2:16][CH2:15][S:14][CH3:13])=[C:6]([CH:11]=1)[C:7]([O:9][CH3:10])=[O:8], predict the reactants needed to synthesize it. The reactants are: [Cl:1][C:2]1[CH:11]=[C:6]([C:7]([O:9][CH3:10])=[O:8])[C:5]([OH:12])=[CH:4][CH:3]=1.[CH3:13][S:14][CH2:15][CH2:16]Cl.C([O-])([O-])=O.[K+].[K+]. (5) Given the product [Br:1][C:2]1[CH:3]=[C:4]([O:13][CH3:14])[C:5]2[N:6]([N:8]=[CH:9][C:10]=2[CH:11]=[N:16][OH:17])[CH:7]=1, predict the reactants needed to synthesize it. The reactants are: [Br:1][C:2]1[CH:3]=[C:4]([O:13][CH3:14])[C:5]2[N:6]([N:8]=[CH:9][C:10]=2[CH:11]=O)[CH:7]=1.Cl.[NH2:16][OH:17].C(=O)(O)[O-].[Na+]. (6) The reactants are: [CH3:1][C:2]1[C:3]([O:13][CH2:14][CH2:15][C@@H:16]2[CH2:18][C@@H:17]2[CH:19]2[CH2:24][CH2:23][N:22]([C:25]([O:27][CH2:28][C:29]3C=CC=C[CH:30]=3)=[O:26])[CH2:21][CH2:20]2)=[N:4][CH:5]=[C:6]([N:8]2[CH:12]=[N:11][N:10]=[N:9]2)[CH:7]=1.[CH3:35]CO. Given the product [CH3:1][C:2]1[C:3]([O:13][CH2:14][CH2:15][C@@H:16]2[CH2:18][C@@H:17]2[CH:19]2[CH2:24][CH2:23][N:22]([C:25]([O:27][C:28]3([CH3:35])[CH2:30][CH2:29]3)=[O:26])[CH2:21][CH2:20]2)=[N:4][CH:5]=[C:6]([N:8]2[CH:12]=[N:11][N:10]=[N:9]2)[CH:7]=1, predict the reactants needed to synthesize it. (7) Given the product [CH3:27][C:8]1([CH3:28])[C:7]2[C:12](=[CH:13][CH:14]=[C:5]([C:3]([OH:4])=[O:2])[CH:6]=2)[NH:11][CH:10]([C:15]2[CH:20]=[CH:19][CH:18]=[C:17]([N:21]3[CH2:26][CH2:25][O:24][CH2:23][CH2:22]3)[CH:16]=2)[CH2:9]1, predict the reactants needed to synthesize it. The reactants are: C[O:2][C:3]([C:5]1[CH:6]=[C:7]2[C:12](=[CH:13][CH:14]=1)[NH:11][CH:10]([C:15]1[CH:20]=[CH:19][CH:18]=[C:17]([N:21]3[CH2:26][CH2:25][O:24][CH2:23][CH2:22]3)[CH:16]=1)[CH2:9][C:8]2([CH3:28])[CH3:27])=[O:4].[OH-].[Na+]. (8) The reactants are: [C:1]1([C:7]2[C:15]3[N:14]=[C:13]([C:16]4([CH2:31][NH:32]C(=O)OCC5C=CC=CC=5)[CH2:21][CH2:20][N:19]([C:22]5[C:23]6[CH:30]=[CH:29][NH:28][C:24]=6[N:25]=[CH:26][N:27]=5)[CH2:18][CH2:17]4)[NH:12][C:11]=3[CH:10]=[CH:9][CH:8]=2)[CH:6]=[CH:5][CH:4]=[CH:3][CH:2]=1. Given the product [C:1]1([C:7]2[C:15]3[N:14]=[C:13]([C:16]4([CH2:31][NH2:32])[CH2:17][CH2:18][N:19]([C:22]5[C:23]6[CH:30]=[CH:29][NH:28][C:24]=6[N:25]=[CH:26][N:27]=5)[CH2:20][CH2:21]4)[NH:12][C:11]=3[CH:10]=[CH:9][CH:8]=2)[CH:6]=[CH:5][CH:4]=[CH:3][CH:2]=1, predict the reactants needed to synthesize it. (9) Given the product [C:41]1([CH2:40][NH:47][CH:2]2[CH2:3][CH2:4][C:5]([NH:11][C:12]([C:14]3[C:23]([NH:24][C:25]([NH:27][C:28]4[C:33]([CH3:34])=[CH:32][C:31]([CH3:35])=[CH:30][C:29]=4[CH3:36])=[O:26])=[CH:22][C:21]4[C:16](=[CH:17][CH:18]=[CH:19][CH:20]=4)[CH:15]=3)=[O:13])([C:8]([OH:10])=[O:9])[CH2:6][CH2:7]2)[CH:46]=[CH:45][CH:44]=[CH:43][CH:42]=1, predict the reactants needed to synthesize it. The reactants are: O=[C:2]1[CH2:7][CH2:6][C:5]([NH:11][C:12]([C:14]2[C:23]([NH:24][C:25]([NH:27][C:28]3[C:33]([CH3:34])=[CH:32][C:31]([CH3:35])=[CH:30][C:29]=3[CH3:36])=[O:26])=[CH:22][C:21]3[C:16](=[CH:17][CH:18]=[CH:19][CH:20]=3)[CH:15]=2)=[O:13])([C:8]([OH:10])=[O:9])[CH2:4][CH2:3]1.C([BH3-])#N.[CH2:40]([NH2:47])[C:41]1[CH:46]=[CH:45][CH:44]=[CH:43][CH:42]=1.C1([C@H](NC(C2C=CC(S(C)(=O)=O)=CC=2NC(NC2C(C)=CC(C)=CC=2C)=O)=O)C(OC(C)(C)C)=O)CCCCC1.